From a dataset of Reaction yield outcomes from USPTO patents with 853,638 reactions. Predict the reaction yield, written as a fraction of the theoretical maximum amount of product (1.0 means a 100% yield; for example, 0.34 means a 34% yield). The reactants are [C:1]([O:5][C:6]([N:8]1[C:12]([NH:13][C:14](=[O:21])[CH:15]([CH3:20])[CH2:16][CH2:17][CH2:18]Br)=[CH:11][C:10]([C:22]2[CH:27]=[CH:26][C:25]([O:28][CH3:29])=[CH:24][CH:23]=2)=[N:9]1)=[O:7])([CH3:4])([CH3:3])[CH3:2].C(N(CC)CC)C.[N:37]1([C:44](=[O:46])[CH3:45])[CH2:43][CH2:42][CH2:41][NH:40][CH2:39][CH2:38]1.C([O-])(O)=O.[Na+]. The catalyst is C(Cl)Cl. The product is [C:1]([O:5][C:6]([N:8]1[C:12]([NH:13][C:14](=[O:21])[CH:15]([CH3:20])[CH2:16][CH2:17][CH2:18][N:40]2[CH2:41][CH2:42][CH2:43][N:37]([C:44](=[O:46])[CH3:45])[CH2:38][CH2:39]2)=[CH:11][C:10]([C:22]2[CH:27]=[CH:26][C:25]([O:28][CH3:29])=[CH:24][CH:23]=2)=[N:9]1)=[O:7])([CH3:4])([CH3:3])[CH3:2]. The yield is 0.540.